Dataset: Forward reaction prediction with 1.9M reactions from USPTO patents (1976-2016). Task: Predict the product of the given reaction. (1) The product is: [CH:1]1([CH2:4][O:5][C:6]2[CH:11]=[CH:10][C:9]([O:12][CH3:13])=[CH:8][C:7]=2[C:14]2[CH:19]=[CH:18][N:17]=[C:16]3[C:20]([C:32]([NH:35][C@H:36]4[CH2:41][CH2:40][C@H:39]([NH:42][C:43](=[O:49])[O:44][C:45]([CH3:47])([CH3:46])[CH3:48])[CH2:38][CH2:37]4)=[O:33])=[C:21]([CH3:31])[N:22]([CH2:23][O:24][CH2:25][CH2:26][Si:27]([CH3:28])([CH3:30])[CH3:29])[C:15]=23)[CH2:3][CH2:2]1. Given the reactants [CH:1]1([CH2:4][O:5][C:6]2[CH:11]=[CH:10][C:9]([O:12][CH3:13])=[CH:8][C:7]=2[C:14]2[CH:19]=[CH:18][N:17]=[C:16]3[C:20]([C:32](O)=[O:33])=[C:21]([CH3:31])[N:22]([CH2:23][O:24][CH2:25][CH2:26][Si:27]([CH3:30])([CH3:29])[CH3:28])[C:15]=23)[CH2:3][CH2:2]1.[NH2:35][C@H:36]1[CH2:41][CH2:40][C@H:39]([NH:42][C:43](=[O:49])[O:44][C:45]([CH3:48])([CH3:47])[CH3:46])[CH2:38][CH2:37]1, predict the reaction product. (2) Given the reactants [C:1]([NH:8][CH2:9][C:10]([OH:12])=O)([O:3][C:4]([CH3:7])([CH3:6])[CH3:5])=[O:2].[Br:13][C:14]1[CH:19]=[CH:18][C:17]([CH2:20][CH2:21][NH2:22])=[CH:16][CH:15]=1.C(=O)([O-])O.[Na+].C(OCC)(=O)C, predict the reaction product. The product is: [Br:13][C:14]1[CH:19]=[CH:18][C:17]([CH2:20][CH2:21][NH:22][C:10](=[O:12])[CH2:9][NH:8][C:1](=[O:2])[O:3][C:4]([CH3:5])([CH3:6])[CH3:7])=[CH:16][CH:15]=1.